This data is from Forward reaction prediction with 1.9M reactions from USPTO patents (1976-2016). The task is: Predict the product of the given reaction. Given the reactants [Cl:1][C:2]1[CH:11]=[C:10]2[C:5]([CH2:6][CH2:7][CH2:8][N:9]2[C:12]2[C:16]3[CH2:17][N:18]([C:21](=[O:23])[CH3:22])[CH2:19][CH2:20][C:15]=3[N:14]([CH:24]3[CH2:29][CH2:28][O:27][CH2:26][CH2:25]3)[N:13]=2)=[CH:4][CH:3]=1.[Br:30]N1C(=O)CCC1=O, predict the reaction product. The product is: [Br:30][C:3]1[CH:4]=[C:5]2[C:10](=[CH:11][C:2]=1[Cl:1])[N:9]([C:12]1[C:16]3[CH2:17][N:18]([C:21](=[O:23])[CH3:22])[CH2:19][CH2:20][C:15]=3[N:14]([CH:24]3[CH2:29][CH2:28][O:27][CH2:26][CH2:25]3)[N:13]=1)[CH2:8][CH2:7][CH2:6]2.